Dataset: Forward reaction prediction with 1.9M reactions from USPTO patents (1976-2016). Task: Predict the product of the given reaction. Given the reactants [N:1]1[CH:6]=[CH:5][CH:4]=[CH:3][C:2]=1[C:7]1[CH:15]=[CH:14][C:10]([C:11]([OH:13])=O)=[CH:9][CH:8]=1.ON1C2C=CC=CC=2N=N1.C(Cl)Cl.[CH3:29][C@H:30]1[CH2:35][N:34]([CH2:36][C:37]2[CH:42]=[CH:41][C:40]([NH:43][CH3:44])=[CH:39][CH:38]=2)[CH2:33][CH2:32][N:31]1[C:45]([O:47][C:48]([CH3:51])([CH3:50])[CH3:49])=[O:46], predict the reaction product. The product is: [CH3:29][C@H:30]1[CH2:35][N:34]([CH2:36][C:37]2[CH:42]=[CH:41][C:40]([N:43]([CH3:44])[C:11]([C:10]3[CH:9]=[CH:8][C:7]([C:2]4[CH:3]=[CH:4][CH:5]=[CH:6][N:1]=4)=[CH:15][CH:14]=3)=[O:13])=[CH:39][CH:38]=2)[CH2:33][CH2:32][N:31]1[C:45]([O:47][C:48]([CH3:49])([CH3:51])[CH3:50])=[O:46].